Dataset: Reaction yield outcomes from USPTO patents with 853,638 reactions. Task: Predict the reaction yield, written as a fraction of the theoretical maximum amount of product (1.0 means a 100% yield; for example, 0.34 means a 34% yield). (1) The reactants are [Cl-].O[NH3+:3].[C:4](=[O:7])([O-])[OH:5].[Na+].CS(C)=O.[CH2:13]([C:17]1[N:18]=[C:19]([CH3:54])[N:20]([CH2:39][C:40]2[CH:45]=[CH:44][C:43]([C:46]([N:48]3[CH2:53][CH2:52][O:51][CH2:50][CH2:49]3)=[O:47])=[CH:42][CH:41]=2)[C:21](=[O:38])[C:22]=1[CH2:23][C:24]1[CH:29]=[CH:28][C:27]([C:30]2[C:31]([C:36]#[N:37])=[CH:32][CH:33]=[CH:34][CH:35]=2)=[CH:26][CH:25]=1)[CH2:14][CH2:15][CH3:16]. The catalyst is C(OCC)(=O)C. The product is [CH2:13]([C:17]1[N:18]=[C:19]([CH3:54])[N:20]([CH2:39][C:40]2[CH:41]=[CH:42][C:43]([C:46]([N:48]3[CH2:53][CH2:52][O:51][CH2:50][CH2:49]3)=[O:47])=[CH:44][CH:45]=2)[C:21](=[O:38])[C:22]=1[CH2:23][C:24]1[CH:25]=[CH:26][C:27]([C:30]2[CH:35]=[CH:34][CH:33]=[CH:32][C:31]=2[C:36]2[NH:3][C:4](=[O:7])[O:5][N:37]=2)=[CH:28][CH:29]=1)[CH2:14][CH2:15][CH3:16]. The yield is 0.780. (2) The reactants are [F:1][C:2]1[CH:3]=[CH:4][C:5]2[N:9]=[C:8]([CH3:10])[N:7]([C:11]3[C:12]([CH3:33])=[C:13]([CH:30]=[CH:31][CH:32]=3)[CH2:14][NH:15][C:16]3[CH:29]=[CH:28][C:19]4[C@H:20]([CH2:23][C:24]([O:26]C)=[O:25])[CH2:21][O:22][C:18]=4[CH:17]=3)[C:6]=2[CH:34]=1.[OH-].[Na+].O. The catalyst is O1CCCC1.CO. The product is [F:1][C:2]1[CH:3]=[CH:4][C:5]2[N:9]=[C:8]([CH3:10])[N:7]([C:11]3[C:12]([CH3:33])=[C:13]([CH:30]=[CH:31][CH:32]=3)[CH2:14][NH:15][C:16]3[CH:29]=[CH:28][C:19]4[C@H:20]([CH2:23][C:24]([OH:26])=[O:25])[CH2:21][O:22][C:18]=4[CH:17]=3)[C:6]=2[CH:34]=1. The yield is 0.620. (3) The reactants are [CH:1]1([N:6]2[C:11]3[N:12]=[C:13]([NH:17][CH2:18][CH3:19])[N:14]=[C:15]([CH3:16])[C:10]=3[CH:9]=[C:8]([CH2:20][CH2:21][C:22]([O:24]CC)=[O:23])[C:7]2=[O:27])[CH2:5][CH2:4][CH2:3][CH2:2]1.[OH-].[Li+].Cl. The catalyst is C1COCC1.O. The product is [CH:1]1([N:6]2[C:11]3[N:12]=[C:13]([NH:17][CH2:18][CH3:19])[N:14]=[C:15]([CH3:16])[C:10]=3[CH:9]=[C:8]([CH2:20][CH2:21][C:22]([OH:24])=[O:23])[C:7]2=[O:27])[CH2:2][CH2:3][CH2:4][CH2:5]1. The yield is 0.810. (4) The product is [F:36][C:2]([F:1])([F:35])[C:3]1[CH:4]=[C:5]([CH:28]=[C:29]([C:31]([F:32])([F:33])[F:34])[CH:30]=1)[C:6]([N:8]1[CH2:9][CH2:10][C:11]2([O:16][C:15](=[O:17])[N:14]([CH2:45][CH:46]([F:48])[F:47])[CH2:13][CH:12]2[C:18]2[CH:23]=[CH:22][C:21]([F:24])=[C:20]([F:25])[CH:19]=2)[CH2:26][CH2:27]1)=[O:7]. No catalyst specified. The yield is 0.330. The reactants are [F:1][C:2]([F:36])([F:35])[C:3]1[CH:4]=[C:5]([CH:28]=[C:29]([C:31]([F:34])([F:33])[F:32])[CH:30]=1)[C:6]([N:8]1[CH2:27][CH2:26][C:11]2([O:16][C:15](=[O:17])[NH:14][CH2:13][CH:12]2[C:18]2[CH:23]=[CH:22][C:21]([F:24])=[C:20]([F:25])[CH:19]=2)[CH2:10][CH2:9]1)=[O:7].CN(C)C=O.[H-].[Na+].Br[CH2:45][CH:46]([F:48])[F:47]. (5) The reactants are [NH2:1][C:2]1([C@@H:5]2[CH2:9][CH2:8][N:7]([CH2:10][C:11]3[CH:16]=[CH:15][CH:14]=[CH:13][CH:12]=3)[CH2:6]2)[CH2:4][CH2:3]1.[OH-].[Na+].[C:19](O[C:19]([O:21][C:22]([CH3:25])([CH3:24])[CH3:23])=[O:20])([O:21][C:22]([CH3:25])([CH3:24])[CH3:23])=[O:20]. The catalyst is C(O)(C)(C)C. The product is [C:22]([O:21][C:19]([NH:1][C:2]1([C@@H:5]2[CH2:9][CH2:8][N:7]([CH2:10][C:11]3[CH:16]=[CH:15][CH:14]=[CH:13][CH:12]=3)[CH2:6]2)[CH2:4][CH2:3]1)=[O:20])([CH3:25])([CH3:24])[CH3:23]. The yield is 0.280. (6) The reactants are Br[C:2]1[CH:3]=[C:4]([C:9]2[CH:21]=[CH:20][C:19]3[C:18]4[C:13](=[CH:14][CH:15]=[CH:16][CH:17]=4)[C:12]([CH3:23])([CH3:22])[C:11]=3[CH:10]=2)[CH:5]=[C:6]([Cl:8])[CH:7]=1.[CH:24]1[C:32]2[C:31]3[CH:33]=[CH:34][CH:35]=[CH:36][C:30]=3[S:29][C:28]=2[C:27](B(O)O)=[CH:26][CH:25]=1.C([O-])([O-])=O.[K+].[K+]. The catalyst is COCCOC.O.C1C=CC([P]([Pd]([P](C2C=CC=CC=2)(C2C=CC=CC=2)C2C=CC=CC=2)([P](C2C=CC=CC=2)(C2C=CC=CC=2)C2C=CC=CC=2)[P](C2C=CC=CC=2)(C2C=CC=CC=2)C2C=CC=CC=2)(C2C=CC=CC=2)C2C=CC=CC=2)=CC=1. The product is [Cl:8][C:6]1[CH:7]=[C:2]([C:36]2[C:30]3[S:29][C:28]4[CH:27]=[CH:26][CH:25]=[CH:24][C:32]=4[C:31]=3[CH:33]=[CH:34][CH:35]=2)[CH:3]=[C:4]([C:9]2[CH:21]=[CH:20][C:19]3[C:18]4[C:13](=[CH:14][CH:15]=[CH:16][CH:17]=4)[C:12]([CH3:23])([CH3:22])[C:11]=3[CH:10]=2)[CH:5]=1. The yield is 0.920. (7) The reactants are [CH:1]([O:4][C:5]1[N:10]=[CH:9][C:8]([O:11][C:12]2[S:13][C:14]([C:17]#[N:18])=[CH:15][N:16]=2)=[CH:7][CH:6]=1)([CH3:3])[CH3:2].C(N(CC)CC)C.Cl.[NH2:27][OH:28]. The catalyst is C(O)C.O. The product is [OH:28][N:27]=[C:17]([C:14]1[S:13][C:12]([O:11][C:8]2[CH:9]=[N:10][C:5]([O:4][CH:1]([CH3:3])[CH3:2])=[CH:6][CH:7]=2)=[N:16][CH:15]=1)[NH2:18]. The yield is 0.960. (8) The reactants are [CH2:1]([N:8]1[CH2:13][CH2:12][CH:11]([NH:14][CH:15]([C:18]2[CH:23]=[CH:22][N:21]=[CH:20][CH:19]=2)[C:16]#N)[CH2:10][CH2:9]1)[C:2]1[CH:7]=[CH:6][CH:5]=[CH:4][CH:3]=1.[F:24][C:25]1[CH:30]=[CH:29][C:28](C=CC=O)=[CH:27][CH:26]=1.C(=O)([O-])[O-].[K+].[K+].C(=O)([O-])O.[Na+].CN(C)[C:48](=O)[CH3:49]. The catalyst is O. The product is [CH2:1]([N:8]1[CH2:9][CH2:10][CH:11]([N:14]2[CH:49]=[CH:48][C:16]([C:28]3[CH:29]=[CH:30][C:25]([F:24])=[CH:26][CH:27]=3)=[C:15]2[C:18]2[CH:23]=[CH:22][N:21]=[CH:20][CH:19]=2)[CH2:12][CH2:13]1)[C:2]1[CH:3]=[CH:4][CH:5]=[CH:6][CH:7]=1. The yield is 0.490. (9) The reactants are [CH2:1]([O:8][C:9]1[CH:14]=[CH:13][C:12]([C@@H:15]([O:18][Si:19]([CH2:24][CH3:25])([CH2:22][CH3:23])[CH2:20][CH3:21])[CH2:16]I)=[CH:11][C:10]=1[NH:26][S:27]([CH3:30])(=[O:29])=[O:28])[C:2]1[CH:7]=[CH:6][CH:5]=[CH:4][CH:3]=1.[NH2:31][C@H:32]([CH3:47])[CH2:33][C:34]1[C:42]2[C:37](=[C:38]([C:43]([O:45][CH3:46])=[O:44])[CH:39]=[CH:40][CH:41]=2)[NH:36][CH:35]=1.C(N(C(C)C)CC)(C)C.C(=O)([O-])O.[Na+]. The catalyst is O1CCCC1.C(#N)C. The product is [CH2:1]([O:8][C:9]1[CH:14]=[CH:13][C:12]([C@@H:15]([O:18][Si:19]([CH2:24][CH3:25])([CH2:22][CH3:23])[CH2:20][CH3:21])[CH2:16][NH:31][C@H:32]([CH3:47])[CH2:33][C:34]2[C:42]3[C:37](=[C:38]([C:43]([O:45][CH3:46])=[O:44])[CH:39]=[CH:40][CH:41]=3)[NH:36][CH:35]=2)=[CH:11][C:10]=1[NH:26][S:27]([CH3:30])(=[O:29])=[O:28])[C:2]1[CH:7]=[CH:6][CH:5]=[CH:4][CH:3]=1. The yield is 0.420.